This data is from Peptide-MHC class I binding affinity with 185,985 pairs from IEDB/IMGT. The task is: Regression. Given a peptide amino acid sequence and an MHC pseudo amino acid sequence, predict their binding affinity value. This is MHC class I binding data. (1) The peptide sequence is YLLEMLWRL. The MHC is HLA-A02:06 with pseudo-sequence HLA-A02:06. The binding affinity (normalized) is 1.00. (2) The peptide sequence is EALKGLPIRY. The MHC is HLA-A26:01 with pseudo-sequence HLA-A26:01. The binding affinity (normalized) is 0.147. (3) The peptide sequence is NIREGTHVLL. The MHC is HLA-A02:03 with pseudo-sequence HLA-A02:03. The binding affinity (normalized) is 0.204. (4) The peptide sequence is EFVMCLEAK. The MHC is HLA-A11:01 with pseudo-sequence HLA-A11:01. The binding affinity (normalized) is 0.365. (5) The peptide sequence is LPESDLDKVY. The binding affinity (normalized) is 0. The MHC is HLA-B07:02 with pseudo-sequence HLA-B07:02.